This data is from Full USPTO retrosynthesis dataset with 1.9M reactions from patents (1976-2016). The task is: Predict the reactants needed to synthesize the given product. (1) Given the product [O:26]1[CH2:27][CH2:28][O:29][CH:25]1[C:21]1[S:20][C:24]([C:2]2[CH:3]=[C:4]3[C:8](=[CH:9][CH:10]=2)[C:7](=[O:11])[N:6]([CH2:12][CH2:13][N:14]2[CH2:19][CH2:18][O:17][CH2:16][CH2:15]2)[CH2:5]3)=[CH:23][CH:22]=1, predict the reactants needed to synthesize it. The reactants are: I[C:2]1[CH:3]=[C:4]2[C:8](=[CH:9][CH:10]=1)[C:7](=[O:11])[N:6]([CH2:12][CH2:13][N:14]1[CH2:19][CH2:18][O:17][CH2:16][CH2:15]1)[CH2:5]2.[S:20]1[CH:24]=[CH:23][CH:22]=[C:21]1[CH:25]1[O:29][CH2:28][CH2:27][O:26]1. (2) Given the product [CH3:19][O:18][CH2:17][CH2:16][O:15][C:12]1[CH:13]=[CH:14][C:9]([NH:8][C:5]2[N:4]=[C:3]3[C:2]([NH:1][C:36](=[O:38])[N:20]3[C:21]3[CH:22]=[C:23]([NH:27][C:28](=[O:34])[O:29][C:30]([CH3:31])([CH3:33])[CH3:32])[CH:24]=[CH:25][CH:26]=3)=[CH:7][N:6]=2)=[CH:10][CH:11]=1, predict the reactants needed to synthesize it. The reactants are: [NH2:1][C:2]1[C:3]([NH:20][C:21]2[CH:22]=[C:23]([NH:27][C:28](=[O:34])[O:29][C:30]([CH3:33])([CH3:32])[CH3:31])[CH:24]=[CH:25][CH:26]=2)=[N:4][C:5]([NH:8][C:9]2[CH:14]=[CH:13][C:12]([O:15][CH2:16][CH2:17][O:18][CH3:19])=[CH:11][CH:10]=2)=[N:6][CH:7]=1.Cl[C:36](Cl)([O:38]C(=O)OC(Cl)(Cl)Cl)Cl. (3) Given the product [NH4+:7].[OH-:6].[CH3:16][O:15][CH2:14][CH2:13][O:12][C:9]1[CH:10]=[N:11][C:3]2[CH:1]=[CH:2][NH:7][C:5](=[O:6])[C:4]=2[CH:8]=1, predict the reactants needed to synthesize it. The reactants are: [C:1]([C:3]1[N:11]=[CH:10][C:9]([O:12][CH2:13][CH2:14][O:15][CH3:16])=[CH:8][C:4]=1[C:5]([NH2:7])=[O:6])#[CH:2].CNC. (4) Given the product [OH:1][C:2]([CH3:18])([CH3:17])[CH2:3][O:4][C:5]1[CH:15]=[CH:14][C:8]([C:9]([OH:11])=[O:10])=[CH:7][C:6]=1[CH3:16], predict the reactants needed to synthesize it. The reactants are: [OH:1][C:2]([CH3:18])([CH3:17])[CH2:3][O:4][C:5]1[CH:15]=[CH:14][C:8]([C:9]([O:11]CC)=[O:10])=[CH:7][C:6]=1[CH3:16].[OH-].[Na+]. (5) Given the product [Br:18][C:15]1[CH:16]=[CH:17][C:12]([C:8]2[C:7]([CH2:6][O:5][C:20]3[CH:25]=[CH:24][C:23]([CH2:26][CH2:27][C:28]([OH:30])=[O:29])=[C:22]([CH3:33])[C:21]=3[CH3:34])=[CH:11][S:10][N:9]=2)=[CH:13][CH:14]=1, predict the reactants needed to synthesize it. The reactants are: CS([O:5][CH2:6][C:7]1[C:8]([C:12]2[CH:17]=[CH:16][C:15]([Br:18])=[CH:14][CH:13]=2)=[N:9][S:10][CH:11]=1)(=O)=O.O[C:20]1[CH:25]=[CH:24][C:23]([CH2:26][CH2:27][C:28]([O:30]CC)=[O:29])=[C:22]([CH3:33])[C:21]=1[CH3:34].